From a dataset of Catalyst prediction with 721,799 reactions and 888 catalyst types from USPTO. Predict which catalyst facilitates the given reaction. (1) Reactant: [CH2:1]([N:3]([C:11]1[S:12][C@H:13]2[O:19][C@@H:18]3[CH2:20][O:21]C(C4C=CC=CC=4)[O:23][C@H:17]3[C@H:16]([O:30][CH3:31])[C@H:14]2[N:15]=1)C(=O)OC(C)(C)C)[CH3:2].FC(F)(F)C(O)=O.CCOC(C)=O.CO. Product: [CH2:1]([NH:3][C:11]1[S:12][CH:13]2[O:19][CH:18]([CH2:20][OH:21])[CH:17]([OH:23])[CH:16]([O:30][CH3:31])[CH:14]2[N:15]=1)[CH3:2]. The catalyst class is: 2. (2) Reactant: [CH2:1]([N:8]1[C:17]2[C:12](=[CH:13][CH:14]=[C:15]([OH:18])[CH:16]=2)[CH2:11][CH2:10][CH2:9]1)[C:2]1[CH:7]=[CH:6][CH:5]=[CH:4][CH:3]=1.C(N(CC)CC)C.[Cl:26][C:27]1[CH:32]=[CH:31][CH:30]=[CH:29][C:28]=1[N:33]=[C:34]=[O:35]. Product: [Cl:26][C:27]1[CH:32]=[CH:31][CH:30]=[CH:29][C:28]=1[NH:33][C:34](=[O:35])[O:18][C:15]1[CH:16]=[C:17]2[C:12]([CH2:11][CH2:10][CH2:9][N:8]2[CH2:1][C:2]2[CH:3]=[CH:4][CH:5]=[CH:6][CH:7]=2)=[CH:13][CH:14]=1. The catalyst class is: 7. (3) Reactant: [NH2:1][C:2]1[CH:7]=[C:6]([Cl:8])[CH:5]=[CH:4][C:3]=1[NH:9][C:10]([C:12]1[C:13](=[O:27])[NH:14][N:15]=[C:16]([C:18]2[CH:23]=[CH:22][N:21]=[C:20]([NH:24][CH2:25][CH3:26])[N:19]=2)[CH:17]=1)=O. Product: [Cl:8][C:6]1[CH:5]=[CH:4][C:3]2[NH:9][C:10]([C:12]3[C:13](=[O:27])[NH:14][N:15]=[C:16]([C:18]4[CH:23]=[CH:22][N:21]=[C:20]([NH:24][CH2:25][CH3:26])[N:19]=4)[CH:17]=3)=[N:1][C:2]=2[CH:7]=1. The catalyst class is: 15. (4) Reactant: [Li+].CC([N-]C(C)C)C.[CH3:9][C:10]1[N:11]=[N:12][CH:13]=[CH:14][CH:15]=1.[F:16][C:17]1[CH:18]=[C:19]2[C:23](=[CH:24][CH:25]=1)[C:22](=O)[CH:21]([CH2:27][C:28]([OH:30])=[O:29])[CH2:20]2.CC(O)=O. Product: [F:16][C:17]1[CH:18]=[C:19]2[C:23]([C:22]([CH2:9][C:10]3[N:11]=[N:12][CH:13]=[CH:14][CH:15]=3)=[C:21]([CH2:27][C:28]([OH:30])=[O:29])[CH2:20]2)=[CH:24][CH:25]=1. The catalyst class is: 295. (5) Reactant: COC(=O)[CH:4]([C:17]#[N:18])[C:5]([C:8]1[CH:13]=[CH:12][C:11]([F:14])=[CH:10][C:9]=1[O:15][CH3:16])([CH3:7])[CH3:6].[Cl-].[Na+].O. Product: [F:14][C:11]1[CH:12]=[CH:13][C:8]([C:5]([CH3:6])([CH3:7])[CH2:4][C:17]#[N:18])=[C:9]([O:15][CH3:16])[CH:10]=1. The catalyst class is: 550. (6) Reactant: [C:1]([OH:5])([CH3:4])([CH3:3])C.[C:6]([CH2:9][C:10](=[O:12])[CH3:11])(=[O:8])[CH3:7].Br[CH2:14][C:15]1[CH:20]=[C:19]([C:21]([CH3:24])([CH3:23])[CH3:22])[CH:18]=[C:17]([CH2:25]Br)[CH:16]=1.[I-].[K+].[CH2:29]([O:31]CC)[CH3:30]. Product: [C:21]([C:19]1[CH:18]=[C:17]([CH2:25][CH:3]([C:29](=[O:31])[CH3:30])[C:1](=[O:5])[CH3:4])[CH:16]=[C:15]([CH2:14][CH:9]([C:10](=[O:12])[CH3:11])[C:6](=[O:8])[CH3:7])[CH:20]=1)([CH3:24])([CH3:23])[CH3:22]. The catalyst class is: 6. (7) The catalyst class is: 2. Product: [NH2:21][CH2:20][CH2:19][CH:16]1[CH2:17][CH2:18][N:13]([C:10]2[C:11]3[S:12][C:4]([C:1]([NH2:2])=[O:3])=[CH:5][C:6]=3[N:7]=[CH:8][N:9]=2)[CH2:14][CH2:15]1. Reactant: [C:1]([C:4]1[S:12][C:11]2[C:10]([N:13]3[CH2:18][CH2:17][CH:16]([CH2:19][CH2:20][NH:21]C(=O)OC(C)(C)C)[CH2:15][CH2:14]3)=[N:9][CH:8]=[N:7][C:6]=2[CH:5]=1)(=[O:3])[NH2:2].FC(F)(F)C(O)=O.